Dataset: Reaction yield outcomes from USPTO patents with 853,638 reactions. Task: Predict the reaction yield, written as a fraction of the theoretical maximum amount of product (1.0 means a 100% yield; for example, 0.34 means a 34% yield). (1) The reactants are C(OC(=O)[NH:7][C:8]([C:11](=[O:16])[N:12]([O:14][CH3:15])[CH3:13])([CH3:10])[CH3:9])(C)(C)C.C(O)(C(F)(F)F)=O. The catalyst is C(O)(C(F)(F)F)=O.C(Cl)Cl. The product is [NH2:7][C:8]([CH3:10])([CH3:9])[C:11]([N:12]([O:14][CH3:15])[CH3:13])=[O:16]. The yield is 1.00. (2) The reactants are [Br:1][C:2]1[CH:3]=[C:4]([C:8]2([C:16]3[CH:21]=[CH:20][CH:19]=[C:18]([OH:22])[CH:17]=3)[NH:12][C:11](=S)[N:10]([CH3:14])[C:9]2=[O:15])[CH:5]=[CH:6][CH:7]=1.[NH3:23].C(OO)(C)(C)C. No catalyst specified. The product is [NH2:23][C:11]1[N:10]([CH3:14])[C:9](=[O:15])[C:8]([C:4]2[CH:5]=[CH:6][CH:7]=[C:2]([Br:1])[CH:3]=2)([C:16]2[CH:21]=[CH:20][CH:19]=[C:18]([OH:22])[CH:17]=2)[N:12]=1. The yield is 0.570. (3) The reactants are Br[C:2]1[C:3]([NH:22][C:23]2[CH:28]=[CH:27][CH:26]=[CH:25][C:24]=2[P:29]([CH3:32])([CH3:31])=[O:30])=[N:4][C:5]([NH:8][C:9]2[CH:10]=[C:11]([NH:17][C:18](=[O:21])[CH:19]=[CH2:20])[CH:12]=[CH:13][C:14]=2[O:15][CH3:16])=[N:6][CH:7]=1. The catalyst is CCO.[Pd]. The product is [CH3:31][P:29]([C:24]1[CH:25]=[CH:26][CH:27]=[CH:28][C:23]=1[NH:22][C:3]1[CH:2]=[CH:7][N:6]=[C:5]([NH:8][C:9]2[CH:10]=[C:11]([NH:17][C:18](=[O:21])[CH:19]=[CH2:20])[CH:12]=[CH:13][C:14]=2[O:15][CH3:16])[N:4]=1)([CH3:32])=[O:30]. The yield is 0.300. (4) The reactants are [CH:1](=[N:8]/[C:9]1[CH:17]=[C:16]([F:18])[CH:15]=[C:14]2[C:10]=1[CH2:11][O:12][C:13]2=[O:19])\[C:2]1[CH:7]=[CH:6][CH:5]=[CH:4][CH:3]=1.[O-]S([O-])=O.[Na+].[Na+].[O-]S([O-])(=O)=O.[Na+].[Na+].[CH3:33][N:34]1[C:38]([CH:39]=O)=[N:37][CH:36]=[N:35]1.[CH3:41][CH2:42][O-:43].[Na+]. The catalyst is C(OCC)(=O)CC. The product is [F:18][C:16]1[CH:15]=[C:14]([C:13]([O:12][CH2:11][CH3:10])=[O:19])[C:41]2[C:42](=[O:43])[CH:39]([C:38]3[N:34]([CH3:33])[N:35]=[CH:36][N:37]=3)[CH:1]([C:2]3[CH:3]=[CH:4][CH:5]=[CH:6][CH:7]=3)[NH:8][C:9]=2[CH:17]=1. The yield is 0.100. (5) The reactants are [CH3:1][C:2]1[C:3]([CH:23]=O)=[CH:4][N:5]([S:13]([C:16]2[CH:21]=[CH:20][C:19]([CH3:22])=[CH:18][CH:17]=2)(=[O:15])=[O:14])[C:6]=1[C:7]1[CH:12]=[CH:11][CH:10]=[CH:9][CH:8]=1.[Cl-:25].C[NH3+].[C:28]([BH3-])#[N:29].[Na+]. No catalyst specified. The product is [ClH:25].[CH3:28][NH:29][CH2:23][C:3]1[C:2]([CH3:1])=[C:6]([C:7]2[CH:8]=[CH:9][CH:10]=[CH:11][CH:12]=2)[N:5]([S:13]([C:16]2[CH:21]=[CH:20][C:19]([CH3:22])=[CH:18][CH:17]=2)(=[O:14])=[O:15])[CH:4]=1. The yield is 0.500. (6) The reactants are [CH3:1][C:2]1[CH:3]=[C:4]([C:24]2[CH:25]=[C:26]([CH2:30]OS(C)(=O)=O)[CH:27]=[N:28][CH:29]=2)[CH:5]=[C:6]2[C:10]=1[C:9](=[O:11])[N:8]([CH2:12][C:13]1[CH:18]=[CH:17][C:16]([O:19][C:20]([F:23])([F:22])[F:21])=[CH:15][CH:14]=1)[CH2:7]2.[CH3:36][N:37]1[CH2:42][CH2:41][NH:40][CH2:39][CH2:38]1. The catalyst is C1COCC1.O. The product is [NH3:8].[CH3:1][C:2]1[CH:3]=[C:4]([C:24]2[CH:29]=[N:28][CH:27]=[C:26]([CH2:30][N:40]3[CH2:41][CH2:42][N:37]([CH3:36])[CH2:38][CH2:39]3)[CH:25]=2)[CH:5]=[C:6]2[C:10]=1[C:9](=[O:11])[N:8]([CH2:12][C:13]1[CH:14]=[CH:15][C:16]([O:19][C:20]([F:23])([F:22])[F:21])=[CH:17][CH:18]=1)[CH2:7]2. The yield is 0.0500. (7) The reactants are [CH3:1][C:2]1[CH:10]=[C:9]([CH3:11])[CH:8]=[C:7]([CH3:12])[C:3]=1[C:4]([OH:6])=[O:5].[N+:13]([O-])([OH:15])=[O:14]. No catalyst specified. The product is [N+:13]([C:10]1[C:2]([CH3:1])=[C:3]([C:7]([CH3:12])=[CH:8][C:9]=1[CH3:11])[C:4]([OH:6])=[O:5])([O-:15])=[O:14]. The yield is 0.940.